This data is from Forward reaction prediction with 1.9M reactions from USPTO patents (1976-2016). The task is: Predict the product of the given reaction. (1) Given the reactants [CH3:1][C:2]1[N:3]([C:8]2[CH:13]=[C:12]([CH3:14])[C:11]([O:15][CH2:16][C:17]3[CH:22]=[CH:21][CH:20]=[CH:19][CH:18]=3)=[C:10]([CH3:23])[N:9]=2)[C:4]([CH3:7])=[CH:5][CH:6]=1.[Li]C1C=CC=CC=1.Br[CH2:32][CH2:33][CH2:34][CH2:35][CH2:36][CH2:37][CH2:38][CH2:39][CH2:40][O:41][CH2:42][C:43]1[CH:48]=[CH:47][CH:46]=[CH:45][CH:44]=1, predict the reaction product. The product is: [CH3:1][C:2]1[N:3]([C:8]2[CH:13]=[C:12]([CH3:14])[C:11]([O:15][CH2:16][C:17]3[CH:22]=[CH:21][CH:20]=[CH:19][CH:18]=3)=[C:10]([CH2:23][CH2:32][CH2:33][CH2:34][CH2:35][CH2:36][CH2:37][CH2:38][CH2:39][CH2:40][O:41][CH2:42][C:43]3[CH:44]=[CH:45][CH:46]=[CH:47][CH:48]=3)[N:9]=2)[C:4]([CH3:7])=[CH:5][CH:6]=1. (2) Given the reactants [C:1]([C:5]1[CH:10]=[CH:9][C:8]([C:11]2[NH:12][C:13](=[O:22])[C:14]3[N:15]([N:17]=[C:18](C=O)[CH:19]=3)[CH:16]=2)=[CH:7][CH:6]=1)([CH3:4])([CH3:3])[CH3:2].C1(P(C2C=CC=CC=2)CCCP(C2C=CC=CC=2)C2C=CC=CC=2)C=CC=CC=1, predict the reaction product. The product is: [C:1]([C:5]1[CH:6]=[CH:7][C:8]([C:11]2[NH:12][C:13](=[O:22])[C:14]3[N:15]([N:17]=[CH:18][CH:19]=3)[CH:16]=2)=[CH:9][CH:10]=1)([CH3:4])([CH3:2])[CH3:3]. (3) The product is: [Br:8][C:5]1[CH:6]=[CH:7][C:2]([C:18]([C:17]2[CH:16]=[C:15]([Cl:14])[CH:26]=[C:25]([Cl:27])[CH:24]=2)=[O:19])=[N:3][CH:4]=1. Given the reactants Br[C:2]1[CH:7]=[CH:6][C:5]([Br:8])=[CH:4][N:3]=1.C([Li])CCC.[Cl:14][C:15]1[CH:16]=[C:17]([CH:24]=[C:25]([Cl:27])[CH:26]=1)[C:18](N(OC)C)=[O:19].[NH4+].[Cl-], predict the reaction product. (4) Given the reactants COC([C:5]1([CH3:26])[CH2:17][C:16]2[C:15]3[C:10](=[CH:11][CH:12]=[C:13]([O:18][CH3:19])[CH:14]=3)[NH:9][C:8]=2[CH:7]([C:20]2[CH:25]=[CH:24][CH:23]=[CH:22][CH:21]=2)[NH:6]1)=O.[Br:27][CH2:28][CH2:29][N:30]=[C:31]=[O:32].O.C[C:35](=[O:38])CC, predict the reaction product. The product is: [Br:27][CH2:28][CH2:29][N:30]1[C:35](=[O:38])[N:6]2[CH:7]([C:20]3[CH:21]=[CH:22][CH:23]=[CH:24][CH:25]=3)[C:8]3[NH:9][C:10]4[C:15]([C:16]=3[CH2:17][C:5]2([CH3:26])[C:31]1=[O:32])=[CH:14][C:13]([O:18][CH3:19])=[CH:12][CH:11]=4. (5) The product is: [CH2:13]([O:11][C:6]1[C:3]([CH:4]=[O:5])=[C:2]([F:1])[C:9]([F:10])=[CH:8][CH:7]=1)[CH3:14]. Given the reactants [F:1][C:2]1[C:9]([F:10])=[CH:8][CH:7]=[C:6]([OH:11])[C:3]=1[CH:4]=[O:5].I[CH2:13][CH3:14].C([O-])([O-])=O.[K+].[K+].CCOCC, predict the reaction product. (6) Given the reactants [CH3:1][C:2]1[CH:7]=[CH:6][C:5]([CH2:8][C:9]([OH:11])=[O:10])=[CH:4][CH:3]=1.[C:12](O)([CH3:15])([CH3:14])[CH3:13].C1(N=C=NC2CCCCC2)CCCCC1, predict the reaction product. The product is: [CH3:1][C:2]1[CH:3]=[CH:4][C:5]([CH2:8][C:9]([O:11][C:12]([CH3:15])([CH3:14])[CH3:13])=[O:10])=[CH:6][CH:7]=1. (7) Given the reactants C[Si]([N-][Si](C)(C)C)(C)C.[K+].[Cl:11][C:12]1[CH:13]=[CH:14][C:15]2[N:21]([CH3:22])[C:20](=[O:23])[CH2:19][N:18]=[C:17]([C:24]3[CH:25]=[N:26][CH:27]=[CH:28][CH:29]=3)[C:16]=2[CH:30]=1.CC(C1C=C(C(C)C)C(S([N:46]=[N+:47]=[N-:48])(=O)=O)=C(C(C)C)C=1)C.C(O)(=O)C, predict the reaction product. The product is: [N:46]([CH:19]1[N:18]=[C:17]([C:24]2[CH:25]=[N:26][CH:27]=[CH:28][CH:29]=2)[C:16]2[CH:30]=[C:12]([Cl:11])[CH:13]=[CH:14][C:15]=2[N:21]([CH3:22])[C:20]1=[O:23])=[N+:47]=[N-:48]. (8) Given the reactants Br[C:2]1[CH:11]=[C:10]2[C:5]([N:6]=[CH:7][C:8]([NH:12][C:13](=[O:21])[CH2:14][C:15]3[CH:20]=[CH:19][CH:18]=[CH:17][CH:16]=3)=[N:9]2)=[CH:4][CH:3]=1.CC1(C)C(C)(C)OB([C:30]2[CH:31]=[C:32]([NH:36][S:37]([C:40]3[CH:45]=[CH:44][CH:43]=[CH:42][CH:41]=3)(=[O:39])=[O:38])[CH:33]=[N:34][CH:35]=2)O1.O, predict the reaction product. The product is: [C:15]1([CH2:14][C:13]([NH:12][C:8]2[CH:7]=[N:6][C:5]3[C:10](=[CH:11][C:2]([C:30]4[CH:35]=[N:34][CH:33]=[C:32]([NH:36][S:37]([C:40]5[CH:41]=[CH:42][CH:43]=[CH:44][CH:45]=5)(=[O:39])=[O:38])[CH:31]=4)=[CH:3][CH:4]=3)[N:9]=2)=[O:21])[CH:20]=[CH:19][CH:18]=[CH:17][CH:16]=1. (9) Given the reactants [CH2:1]([O:8][C:9]1[C:10]2[N:11]([CH:15]=[C:16]([C:18]3[CH:23]=[CH:22][C:21]([F:24])=[CH:20][CH:19]=3)[N:17]=2)[CH:12]=[CH:13][CH:14]=1)[C:2]1[CH:7]=[CH:6][CH:5]=[CH:4][CH:3]=1.[I:25]N1C(=O)CCC1=O, predict the reaction product. The product is: [CH2:1]([O:8][C:9]1[C:10]2[N:11]([C:15]([I:25])=[C:16]([C:18]3[CH:19]=[CH:20][C:21]([F:24])=[CH:22][CH:23]=3)[N:17]=2)[CH:12]=[CH:13][CH:14]=1)[C:2]1[CH:3]=[CH:4][CH:5]=[CH:6][CH:7]=1.